From a dataset of Full USPTO retrosynthesis dataset with 1.9M reactions from patents (1976-2016). Predict the reactants needed to synthesize the given product. (1) The reactants are: [Cl:1][C:2]1[CH:17]=[CH:16][C:5]([CH2:6][N:7]2[CH2:12][C@@H:11]([CH3:13])[CH:10]([NH2:14])[CH2:9][C@@H:8]2[CH3:15])=[CH:4][CH:3]=1.[F:18][C:19]1[CH:24]=[CH:23][C:22]([CH2:25][C:26]([O:28][CH3:29])=[O:27])=[C:21]([O:30][CH2:31][C@@H:32]2[CH2:34][O:33]2)[CH:20]=1.[CH2:35](O)C. Given the product [Cl:1][C:2]1[CH:17]=[CH:16][C:5]([CH2:6][N:7]2[CH2:12][C@@H:11]([CH3:13])[C@H:10]([NH:14][CH2:35][C@@:32]([OH:33])([CH3:34])[CH2:31][O:30][C:21]3[CH:20]=[C:19]([F:18])[CH:24]=[CH:23][C:22]=3[CH2:25][C:26]([O-:28])=[O:27])[CH2:9][C@@H:8]2[CH3:15])=[CH:4][CH:3]=1.[Cl:1][C:2]1[CH:17]=[CH:16][C:5]([CH2:6][N:7]2[CH2:12][C@@H:11]([CH3:13])[C@@H:10]([NH:14][CH2:35][C@@:32]([OH:33])([CH3:34])[CH2:31][O:30][C:21]3[CH:20]=[C:19]([F:18])[CH:24]=[CH:23][C:22]=3[CH2:25][C:26]([O:28][CH3:29])=[O:27])[CH2:9][C@@H:8]2[CH3:15])=[CH:4][CH:3]=1, predict the reactants needed to synthesize it. (2) Given the product [Br:1][C:2]1[CH:9]=[C:8]([F:10])[C:7]([Br:11])=[CH:6][C:3]=1[CH2:4][NH2:14], predict the reactants needed to synthesize it. The reactants are: [Br:1][C:2]1[CH:9]=[C:8]([F:10])[C:7]([Br:11])=[CH:6][C:3]=1[CH2:4]Br.CC[N:14](CC)CC. (3) Given the product [ClH:23].[CH3:18][O:17][C:14]1[CH:15]=[CH:16][C:11]([CH2:10][CH2:9][NH:7][CH3:6])=[C:12]([NH2:19])[CH:13]=1, predict the reactants needed to synthesize it. The reactants are: C(O[C:6](=O)[N:7]([CH2:9][CH2:10][C:11]1[CH:16]=[CH:15][C:14]([O:17][CH3:18])=[CH:13][C:12]=1[N+:19]([O-])=O)C)(C)(C)C.[ClH:23]. (4) The reactants are: [CH2:1]([O:13][C:14]1[CH:19]=[CH:18][C:17](I)=[CH:16][CH:15]=1)[CH2:2][CH2:3][CH2:4][CH2:5][CH2:6][CH2:7][CH2:8][CH2:9][CH2:10][CH2:11][CH3:12].C1(P(C2C=CC=CC=2)C2C=CC=CC=2)C=CC=CC=1.[CH3:40][Si:41]([C:44]#[CH:45])([CH3:43])[CH3:42].[NH4+].[Cl-]. Given the product [CH2:1]([O:13][C:14]1[CH:19]=[CH:18][C:17]([C:45]#[C:44][Si:41]([CH3:43])([CH3:42])[CH3:40])=[CH:16][CH:15]=1)[CH2:2][CH2:3][CH2:4][CH2:5][CH2:6][CH2:7][CH2:8][CH2:9][CH2:10][CH2:11][CH3:12], predict the reactants needed to synthesize it. (5) Given the product [CH3:18][O:19][C:20]1[CH:43]=[C:42]([O:44][CH3:45])[CH:41]=[CH:40][C:21]=1[CH2:22][N:23]([C:35]1[S:39][N:38]=[CH:37][N:36]=1)[S:24]([C:27]1[CH:28]=[CH:29][C:30]([O:17][C:8]2[CH:9]=[CH:10][C:11]([C:13]([F:15])([F:16])[F:14])=[CH:12][C:7]=2[C:4]2[CH:5]=[CH:6][N:1]=[N:2][CH:3]=2)=[C:31]([I:33])[CH:32]=1)(=[O:25])=[O:26], predict the reactants needed to synthesize it. The reactants are: [N:1]1[CH:6]=[CH:5][C:4]([C:7]2[CH:12]=[C:11]([C:13]([F:16])([F:15])[F:14])[CH:10]=[CH:9][C:8]=2[OH:17])=[CH:3][N:2]=1.[CH3:18][O:19][C:20]1[CH:43]=[C:42]([O:44][CH3:45])[CH:41]=[CH:40][C:21]=1[CH2:22][N:23]([C:35]1[S:39][N:38]=[CH:37][N:36]=1)[S:24]([C:27]1[CH:32]=[C:31]([I:33])[C:30](F)=[CH:29][CH:28]=1)(=[O:26])=[O:25]. (6) Given the product [Br:1][C:2]1[CH:3]=[C:4]([CH:24]=[CH:25][CH:26]=1)[CH2:5][CH:6]([CH2:8][C:9]1[CH:14]=[CH:13][CH:12]=[C:11]([Br:15])[CH:10]=1)[CH2:16][C:17]1[CH:22]=[CH:21][CH:20]=[C:19]([Br:23])[CH:18]=1, predict the reactants needed to synthesize it. The reactants are: [Br:1][C:2]1[CH:3]=[C:4]([CH:24]=[CH:25][CH:26]=1)[CH2:5][C:6]([CH2:16][C:17]1[CH:22]=[CH:21][CH:20]=[C:19]([Br:23])[CH:18]=1)([CH2:8][C:9]1[CH:14]=[CH:13][CH:12]=[C:11]([Br:15])[CH:10]=1)Br.